This data is from Catalyst prediction with 721,799 reactions and 888 catalyst types from USPTO. The task is: Predict which catalyst facilitates the given reaction. (1) Reactant: [CH3:1][O:2][CH2:3][CH2:4][CH2:5][CH2:6][CH2:7][O:8][CH:9]1[CH2:14][CH2:13][N:12]([C:15]2[CH:20]=[CH:19][C:18]([C:21]3[S:25][C:24]4=[N:26][C:27]([C:29]5[CH:37]=[CH:36][C:32]([C:33]([OH:35])=[O:34])=[CH:31][CH:30]=5)=[CH:28][N:23]4[N:22]=3)=[CH:17][CH:16]=2)[CH2:11][CH2:10]1.O[N:39]1[C:43]2[CH:44]=[CH:45][CH:46]=[CH:47][C:42]=2[N:41]=[N:40]1.Cl.C(N=C=NCCCN(C)C)C. Product: [N:39]1([O:34][C:33](=[O:35])[C:32]2[CH:31]=[CH:30][C:29]([C:27]3[N:26]=[C:24]4[N:23]([CH:28]=3)[N:22]=[C:21]([C:18]3[CH:17]=[CH:16][C:15]([N:12]5[CH2:11][CH2:10][CH:9]([O:8][CH2:7][CH2:6][CH2:5][CH2:4][CH2:3][O:2][CH3:1])[CH2:14][CH2:13]5)=[CH:20][CH:19]=3)[S:25]4)=[CH:37][CH:36]=2)[C:43]2[CH:44]=[CH:45][CH:46]=[CH:47][C:42]=2[N:41]=[N:40]1. The catalyst class is: 4. (2) Reactant: Cl[C:2]1[N:7]=[N:6][C:5]([C:8]([OH:10])=O)=[CH:4][CH:3]=1.CCN=C=NCCCN(C)C.[CH:22]1[CH:23]=[CH:24][C:25]2[N:30]([OH:31])[N:29]=[N:28][C:26]=2[CH:27]=1.[CH:32]([O:35][C:36]([N:38]1[CH2:43][CH2:42][CH:41]([O:44][C@@H:45]([C:47](=[NH:50])[NH:48]O)[CH3:46])[CH2:40][CH2:39]1)=[O:37])([CH3:34])[CH3:33]. Product: [CH:32]([O:35][C:36]([N:38]1[CH2:43][CH2:42][CH:41]([O:44][C@@H:45]([C:47]2[N:50]=[C:8]([C:5]3[N:6]=[N:7][C:2]([O:31][N:30]4[C:25]5[CH:24]=[CH:23][CH:22]=[CH:27][C:26]=5[N:28]=[N:29]4)=[CH:3][CH:4]=3)[O:10][N:48]=2)[CH3:46])[CH2:40][CH2:39]1)=[O:37])([CH3:33])[CH3:34]. The catalyst class is: 1.